Dataset: Full USPTO retrosynthesis dataset with 1.9M reactions from patents (1976-2016). Task: Predict the reactants needed to synthesize the given product. (1) Given the product [CH2:17]([C:19]1[C:20]([CH2:27][CH3:28])=[CH:21][C:22]2[N:12]=[C:8]3[N:7]([C:23]=2[CH:24]=1)[C:6]1[CH:13]=[CH:14][CH:15]=[CH:16][C:5]=1[C:4]1[N:3]=[C:2]([CH3:1])[CH:11]=[CH:10][C:9]3=1)[CH3:18], predict the reactants needed to synthesize it. The reactants are: [CH3:1][C:2]1[CH:11]=[CH:10][C:9]2[C:8]([NH2:12])=[N:7][C:6]3[CH:13]=[CH:14][CH:15]=[CH:16][C:5]=3[C:4]=2[N:3]=1.[CH2:17]([C:19]1[CH:24]=[C:23](I)[C:22](I)=[CH:21][C:20]=1[CH2:27][CH3:28])[CH3:18].CNCCNC.C(=O)([O-])[O-].[Cs+].[Cs+]. (2) Given the product [CH3:5][O:8][C:9]1[C:18]2[C:13](=[CH:14][CH:15]=[C:16]([NH:19][C:20](=[O:22])[CH3:21])[CH:17]=2)[N:12]=[C:11]([CH3:23])[CH:10]=1, predict the reactants needed to synthesize it. The reactants are: S(OC)(O[CH3:5])(=O)=O.[OH:8][C:9]1[C:18]2[C:13](=[CH:14][CH:15]=[C:16]([NH:19][C:20](=[O:22])[CH3:21])[CH:17]=2)[N:12]=[C:11]([CH3:23])[CH:10]=1. (3) Given the product [Br:1][C:2]1[CH:7]=[CH:6][C:5]([C:15](=[O:21])[CH2:16][CH2:17][C:18]([OH:20])=[O:19])=[C:4]([CH3:9])[CH:3]=1, predict the reactants needed to synthesize it. The reactants are: [Br:1][C:2]1[CH:7]=[CH:6][C:5](I)=[C:4]([CH3:9])[CH:3]=1.C([Mg]Br)(C)C.[C:15]1(=[O:21])[O:20][C:18](=[O:19])[CH2:17][CH2:16]1. (4) Given the product [CH2:1]([O:8][C:9]1[CH:18]=[C:17]2[C:12]([C:13]([O:31][C:24]3[CH:23]=[CH:22][C:27]([N+:28]([O-:30])=[O:29])=[CH:26][CH:25]=3)=[CH:14][CH:15]=[N:16]2)=[CH:11][C:10]=1[O:20][CH3:21])[C:2]1[CH:7]=[CH:6][CH:5]=[CH:4][CH:3]=1, predict the reactants needed to synthesize it. The reactants are: [CH2:1]([O:8][C:9]1[CH:18]=[C:17]2[C:12]([C:13](Cl)=[CH:14][CH:15]=[N:16]2)=[CH:11][C:10]=1[O:20][CH3:21])[C:2]1[CH:7]=[CH:6][CH:5]=[CH:4][CH:3]=1.[CH:22]1[C:27]([N+:28]([O-:30])=[O:29])=[CH:26][CH:25]=[C:24]([OH:31])[CH:23]=1. (5) Given the product [CH:1]1([CH2:7][C:8]2[N:12]([C:13]3[CH:18]=[C:17]([C:19]4([CH3:22])[CH2:20][CH2:21]4)[CH:16]=[C:15]([C:23]([OH:26])([CH3:25])[CH3:24])[CH:14]=3)[C:11]([CH3:27])=[C:10]([C:28]([NH:43][C@H:41]3[CH2:42][C@H:39]([C:37]([OH:38])=[O:36])[CH2:40]3)=[O:29])[C:9]=2[CH3:33])[CH2:2][CH2:3][CH2:4][CH2:5][CH2:6]1, predict the reactants needed to synthesize it. The reactants are: [CH:1]1([CH2:7][C:8]2[N:12]([C:13]3[CH:18]=[C:17]([C:19]4([CH3:22])[CH2:21][CH2:20]4)[CH:16]=[C:15]([C:23]([OH:26])([CH3:25])[CH3:24])[CH:14]=3)[C:11]([CH3:27])=[C:10]([C:28](OCC)=[O:29])[C:9]=2[CH3:33])[CH2:6][CH2:5][CH2:4][CH2:3][CH2:2]1.Cl.C[O:36][C:37]([C@H:39]1[CH2:42][C@H:41]([NH2:43])[CH2:40]1)=[O:38]. (6) Given the product [Br:1][C:2]1[C:3]2[CH:13]=[CH:12][CH:11]=[CH:10][C:4]=2[S:5][C:6]=1[C:7]([NH:22][CH2:21][CH2:20][C:14]1[CH:19]=[CH:18][CH:17]=[CH:16][CH:15]=1)=[O:9], predict the reactants needed to synthesize it. The reactants are: [Br:1][C:2]1[C:3]2[CH:13]=[CH:12][CH:11]=[CH:10][C:4]=2[S:5][C:6]=1[C:7]([OH:9])=O.[C:14]1([CH2:20][CH2:21][NH2:22])[CH:19]=[CH:18][CH:17]=[CH:16][CH:15]=1.C1CCC(N=C=NC2CCCCC2)CC1.C1C=CC2N(O)N=NC=2C=1. (7) Given the product [CH:18]([N:21]1[CH2:26][CH2:25][N:24]([CH2:3][C:4]2[CH:5]=[CH:6][C:7]([CH:8]=[O:9])=[CH:10][CH:11]=2)[CH2:23][CH2:22]1)([CH3:20])[CH3:19], predict the reactants needed to synthesize it. The reactants are: BrC[CH2:3][C:4]1[CH:11]=[CH:10][C:7]([CH:8]=[O:9])=[CH:6][CH:5]=1.C([O-])([O-])=O.[K+].[K+].[CH:18]([N:21]1[CH2:26][CH2:25][NH:24][CH2:23][CH2:22]1)([CH3:20])[CH3:19]. (8) The reactants are: [CH3:1][O:2][C:3](=[O:6])[CH2:4]Br.[CH3:7][C:8]1[NH:9][CH:10]=[CH:11][N:12]=1.C(=O)([O-])[O-].[K+].[K+]. Given the product [CH3:1][O:2][C:3](=[O:6])[CH2:4][N:9]1[CH:10]=[CH:11][N:12]=[C:8]1[CH3:7], predict the reactants needed to synthesize it.